Dataset: Full USPTO retrosynthesis dataset with 1.9M reactions from patents (1976-2016). Task: Predict the reactants needed to synthesize the given product. (1) Given the product [OH:24][C:15]([C:12]1[CH:13]=[CH:14][C:9]([OH:26])=[CH:10][CH:11]=1)([CH2:16][N:17]1[CH:21]=[N:20][CH:19]=[N:18]1)[CH2:22][CH3:23], predict the reactants needed to synthesize it. The reactants are: CC1(C)C(C)(C)OB([C:9]2[CH:14]=[CH:13][C:12]([C:15]([OH:24])([CH2:22][CH3:23])[CH2:16][N:17]3[CH:21]=[N:20][CH:19]=[N:18]3)=[CH:11][CH:10]=2)O1.[OH-:26].[Na+].OO.[NH4+].[Cl-]. (2) Given the product [Cl:33][C:31]1[C:30]([Cl:34])=[CH:29][C:25]([C:26]([OH:28])=[O:27])=[C:24]([C:22]([NH:21][C:12]2[CH:13]=[C:14]([C:17]([F:19])([F:20])[F:18])[CH:15]=[CH:16][C:11]=2[NH:10][C:7]2[CH:6]=[CH:5][C:4]([CH2:3][NH:2][C:41]([N:35]3[CH2:40][CH2:39][O:38][CH2:37][CH2:36]3)=[O:42])=[CH:9][CH:8]=2)=[O:23])[CH:32]=1, predict the reactants needed to synthesize it. The reactants are: Cl.[NH2:2][CH2:3][C:4]1[CH:9]=[CH:8][C:7]([NH:10][C:11]2[CH:16]=[CH:15][C:14]([C:17]([F:20])([F:19])[F:18])=[CH:13][C:12]=2[NH:21][C:22]([C:24]2[CH:32]=[C:31]([Cl:33])[C:30]([Cl:34])=[CH:29][C:25]=2[C:26]([OH:28])=[O:27])=[O:23])=[CH:6][CH:5]=1.[N:35]1([C:41](Cl)=[O:42])[CH2:40][CH2:39][O:38][CH2:37][CH2:36]1.CCN(CC)CC. (3) Given the product [CH3:1][O:2][C:3]([C:5]1[CH:10]=[C:9]([O:22][C:14]2[CH:15]=[CH:16][C:17]([N+:19]([O-:21])=[O:20])=[CH:18][C:13]=2[F:12])[CH:8]=[CH:7][N:6]=1)=[O:4], predict the reactants needed to synthesize it. The reactants are: [CH3:1][O:2][C:3]([C:5]1[CH:10]=[C:9](Cl)[CH:8]=[CH:7][N:6]=1)=[O:4].[F:12][C:13]1[CH:18]=[C:17]([N+:19]([O-:21])=[O:20])[CH:16]=[CH:15][C:14]=1[OH:22].CO. (4) Given the product [CH:1]1([C:4]([C:6]2[C:14]3[CH:13]=[CH:12][C:11]([C:21]4[CH:22]=[CH:23][CH:24]=[CH:25][CH:26]=4)([C:15]4[CH:20]=[CH:19][CH:18]=[CH:17][CH:16]=4)[CH2:10][C:9]=3[N:8]([CH2:30][O:31][CH2:32][CH2:33][Si:34]([CH3:37])([CH3:36])[CH3:35])[N:7]=2)=[O:5])[CH2:2][CH2:3]1, predict the reactants needed to synthesize it. The reactants are: [CH:1]1([C:4]([C:6]2[C:14]3[CH:13]=[CH:12][C:11]([C:21]4[CH:26]=[CH:25][CH:24]=[CH:23][CH:22]=4)([C:15]4[CH:20]=[CH:19][CH:18]=[CH:17][CH:16]=4)[CH2:10][C:9]=3[NH:8][N:7]=2)=[O:5])[CH2:3][CH2:2]1.[H-].[Na+].Cl[CH2:30][O:31][CH2:32][CH2:33][Si:34]([CH3:37])([CH3:36])[CH3:35].O. (5) Given the product [C:1]([O:5][C:6](=[O:25])[NH:7][CH:8]([C:17](=[O:24])[NH:18][CH2:19][CH2:20][CH2:21][CH2:22][CH3:23])[CH2:9][C:10]1[CH:11]=[CH:12][C:13]([NH2:16])=[C:14]([I:27])[CH:15]=1)([CH3:2])([CH3:3])[CH3:4], predict the reactants needed to synthesize it. The reactants are: [C:1]([O:5][C:6](=[O:25])[NH:7][CH:8]([C:17](=[O:24])[NH:18][CH2:19][CH2:20][CH2:21][CH2:22][CH3:23])[CH2:9][C:10]1[CH:15]=[CH:14][C:13]([NH2:16])=[CH:12][CH:11]=1)([CH3:4])([CH3:3])[CH3:2].[Na+].[I-:27]. (6) Given the product [Cl:27][C:24]1[CH:25]=[CH:26][C:21]([CH:10]2[C:5]3[N:6]([CH:7]([CH3:9])[CH3:8])[C:2]([C:32]4[CH:33]=[CH:34][CH:35]=[CH:36][C:31]=4[O:30][CH3:29])=[CH:3][C:4]=3[C:12](=[O:13])[N:11]2[C@H:14]2[CH2:15][CH2:16][C@H:17]([OH:20])[CH2:18][CH2:19]2)=[C:22]([CH3:28])[CH:23]=1, predict the reactants needed to synthesize it. The reactants are: Br[C:2]1[N:6]([CH:7]([CH3:9])[CH3:8])[C:5]2[CH:10]([C:21]3[CH:26]=[CH:25][C:24]([Cl:27])=[CH:23][C:22]=3[CH3:28])[N:11]([C@H:14]3[CH2:19][CH2:18][C@H:17]([OH:20])[CH2:16][CH2:15]3)[C:12](=[O:13])[C:4]=2[CH:3]=1.[CH3:29][O:30][C:31]1[CH:36]=[CH:35][CH:34]=[CH:33][C:32]=1B(O)O.BrC1N(C(C)C)C2C(C3C=CC(Cl)=CC=3)N(C3C=C(Cl)C=CC=3C)C(=O)C=2C=1.C(C1C=CC(OC)=C(B(O)O)C=1)#N.